Dataset: Forward reaction prediction with 1.9M reactions from USPTO patents (1976-2016). Task: Predict the product of the given reaction. (1) Given the reactants [Br:1][C:2]1[CH:3]=[N:4][C:5]([C:8]([O:10][CH2:11][CH3:12])=[O:9])=[N:6][CH:7]=1.FC(F)(F)C(OC(=O)C(F)(F)F)=[O:16].OO.NC(N)=O, predict the reaction product. The product is: [Br:1][C:2]1[CH:7]=[N:6][C:5]([C:8]([O:10][CH2:11][CH3:12])=[O:9])=[N+:4]([O-:16])[CH:3]=1. (2) Given the reactants [N:1]1([CH2:8][CH2:9][O:10][C:11]2[CH:16]=[CH:15][C:14]([C:17]([C:19]3[C:28]4[C:23](=[CH:24][C:25]([O:29]C)=[CH:26][CH:27]=4)[CH:22]=[CH:21][C:20]=3[C:31]3[C:36]([F:37])=[CH:35][CH:34]=[CH:33][C:32]=3[F:38])=[O:18])=[CH:13][CH:12]=2)[CH2:7][CH2:6][CH2:5][CH2:4][CH2:3][CH2:2]1.B(Br)(Br)Br.C(=O)(O)[O-].[Na+].C(Cl)(Cl)Cl.C(O)(C)C, predict the reaction product. The product is: [N:1]1([CH2:8][CH2:9][O:10][C:11]2[CH:16]=[CH:15][C:14]([C:17]([C:19]3[C:28]4[C:23](=[CH:24][C:25]([OH:29])=[CH:26][CH:27]=4)[CH:22]=[CH:21][C:20]=3[C:31]3[C:32]([F:38])=[CH:33][CH:34]=[CH:35][C:36]=3[F:37])=[O:18])=[CH:13][CH:12]=2)[CH2:7][CH2:6][CH2:5][CH2:4][CH2:3][CH2:2]1. (3) The product is: [CH3:1][S:2]([C:5]1[CH:13]=[C:12]2[C:8]([CH2:9][CH2:10][CH:11]2[N:38]2[C:34](=[O:44])[C:35]3[C:36](=[CH:40][CH:41]=[CH:42][CH:43]=3)[C:37]2=[O:39])=[CH:7][CH:6]=1)(=[O:4])=[O:3]. Given the reactants [CH3:1][S:2]([C:5]1[CH:13]=[C:12]2[C:8]([CH2:9][CH2:10][CH:11]2O)=[CH:7][CH:6]=1)(=[O:4])=[O:3].C1(P(C2C=CC=CC=2)C2C=CC=CC=2)C=CC=CC=1.[C:34]1(=[O:44])[NH:38][C:37](=[O:39])[C:36]2=[CH:40][CH:41]=[CH:42][CH:43]=[C:35]12.N(C(OC(C)C)=O)=NC(OC(C)C)=O, predict the reaction product. (4) The product is: [C:19]1([C:25]2[N:29]=[C:28]([N:30]3[CH2:35][CH2:34][N:33]([C:5]([NH:7][C:8]4[O:12][C:11]([C:13]([O:15][CH3:16])=[O:14])=[CH:10][CH:9]=4)=[O:6])[CH2:32][CH2:31]3)[S:27][N:26]=2)[CH:20]=[CH:21][CH:22]=[CH:23][CH:24]=1. Given the reactants ClC(Cl)(Cl)CO[C:5]([NH:7][C:8]1[O:12][C:11]([C:13]([O:15][CH3:16])=[O:14])=[CH:10][CH:9]=1)=[O:6].[C:19]1([C:25]2[N:29]=[C:28]([N:30]3[CH2:35][CH2:34][NH:33][CH2:32][CH2:31]3)[S:27][N:26]=2)[CH:24]=[CH:23][CH:22]=[CH:21][CH:20]=1.C(N(C(C)C)CC)(C)C.O, predict the reaction product.